From a dataset of Reaction yield outcomes from USPTO patents with 853,638 reactions. Predict the reaction yield, written as a fraction of the theoretical maximum amount of product (1.0 means a 100% yield; for example, 0.34 means a 34% yield). (1) The reactants are C1(O[P:8]([CH2:11][C:12]([CH3:35])=[CH:13][CH2:14][C:15]2[C:16]([O:28]CC[Si](C)(C)C)=[C:17]3[C:21](=[C:22]([CH3:26])[C:23]=2[O:24][CH3:25])[CH2:20][O:19][C:18]3=[O:27])(=O)[OH:9])C=CC=CC=1.Cl.[CH2:37]([O:39][C:40](=[O:44])[C@H:41]([CH3:43])[NH2:42])[CH3:38]. The catalyst is CN(C1C=CN=CC=1)C.N1C=CC=CC=1. The product is [CH2:37]([O:39][C:40](=[O:44])[CH:41]([N:42]([O:24][C:23]1[CH:22]=[CH:21][CH:17]=[CH:16][CH:15]=1)[PH:8]([CH2:11][C:12]([CH3:35])=[CH:13][CH2:14][C:15]1[C:16]([OH:28])=[C:17]2[C:21](=[C:22]([CH3:26])[C:23]=1[O:24][CH3:25])[CH2:20][O:19][C:18]2=[O:27])=[O:9])[CH3:43])[CH3:38]. The yield is 0.210. (2) The catalyst is C(O)C. The product is [CH2:30]([C:28]1[CH:27]=[CH:26][C:10]([O:11][C:12]2[CH:17]=[CH:16][C:15]([S:18]([NH:21][CH2:22][CH2:23][CH3:24])(=[O:20])=[O:19])=[CH:14][C:13]=2[F:25])=[C:9]([OH:8])[CH:29]=1)[CH3:31]. The yield is 0.620. The reactants are C([O:8][C:9]1[CH:29]=[C:28]([CH2:30][CH3:31])[CH:27]=[CH:26][C:10]=1[O:11][C:12]1[CH:17]=[CH:16][C:15]([S:18]([NH:21][CH2:22][CH2:23][CH3:24])(=[O:20])=[O:19])=[CH:14][C:13]=1[F:25])C1C=CC=CC=1.O1CCCC1.